From a dataset of Forward reaction prediction with 1.9M reactions from USPTO patents (1976-2016). Predict the product of the given reaction. (1) Given the reactants [C:1]([N:5]1[CH:9]=[C:8]2[O:10][C:11]3([CH2:31][CH:32]([OH:33])[C:7]2=[N:6]1)[CH2:16][CH2:15][N:14]([C:17]([C:19]1[CH:24]=[CH:23][C:22]([O:25][CH:26]([CH3:28])[CH3:27])=[C:21]([O:29][CH3:30])[CH:20]=1)=[O:18])[CH2:13][CH2:12]3)([CH3:4])([CH3:3])[CH3:2].[CH:34](O)([CH3:36])[CH3:35].FC(F)(F)S(OS(C(F)(F)F)(=O)=O)(=O)=O.C([O-])(O)=O.[Na+], predict the reaction product. The product is: [C:1]([N:5]1[CH:9]=[C:8]2[O:10][C:11]3([CH2:16][CH2:15][N:14]([C:17]([C:19]4[CH:24]=[CH:23][C:22]([O:25][CH:26]([CH3:27])[CH3:28])=[C:21]([O:29][CH3:30])[CH:20]=4)=[O:18])[CH2:13][CH2:12]3)[CH2:31][CH:32]([O:33][CH:34]([CH3:36])[CH3:35])[C:7]2=[N:6]1)([CH3:3])([CH3:2])[CH3:4]. (2) Given the reactants [NH2:1][C:2]1[CH:11]=[C:10]2[C:5]([CH2:6][CH2:7][CH:8]([CH3:12])[NH:9]2)=[CH:4][CH:3]=1, predict the reaction product. The product is: [NH2:1][C:2]1[CH:11]=[C:10]2[C:5]([CH:6]=[CH:7][C:8]([CH3:12])=[N:9]2)=[CH:4][CH:3]=1. (3) Given the reactants [CH3:1][N:2]1[CH:6]=[C:5]([N:7]2[C:19]3[C:18]4[CH:17]=[C:16]([C:20]5[CH:21]=[N:22][C:23](NCCO)=[CH:24][CH:25]=5)[CH:15]=[CH:14][C:13]=4[N:12]=[CH:11][C:10]=3[N:9]([CH3:30])[C:8]2=[O:31])[C:4]([CH3:32])=[N:3]1.C[OH:34].[CH2:35]1[CH2:39][O:38]CC1, predict the reaction product. The product is: [CH3:1][N:2]1[CH:6]=[C:5]([N:7]2[C:19]3[C:18]4[CH:17]=[C:16]([C:20]5[CH:21]=[N:22][C:23]([O:38][CH2:39][CH2:35][OH:34])=[CH:24][CH:25]=5)[CH:15]=[CH:14][C:13]=4[N:12]=[CH:11][C:10]=3[N:9]([CH3:30])[C:8]2=[O:31])[C:4]([CH3:32])=[N:3]1. (4) Given the reactants [H-].[Na+].[CH3:3][N:4]([CH2:12][C:13]1[CH:17]=[C:16]([C:18]2[CH:23]=[CH:22][CH:21]=[CH:20][CH:19]=2)[N:15]([S:24]([C:27]2[CH:32]=[CH:31][CH:30]=[C:29]([C:33]([NH:35][CH3:36])=[O:34])[CH:28]=2)(=[O:26])=[O:25])[CH:14]=1)[C:5](=[O:11])[O:6][C:7]([CH3:10])([CH3:9])[CH3:8].I[CH3:38].O, predict the reaction product. The product is: [CH3:36][N:35]([CH3:38])[C:33]([C:29]1[CH:28]=[C:27]([S:24]([N:15]2[C:16]([C:18]3[CH:23]=[CH:22][CH:21]=[CH:20][CH:19]=3)=[CH:17][C:13]([CH2:12][N:4]([CH3:3])[C:5](=[O:11])[O:6][C:7]([CH3:10])([CH3:9])[CH3:8])=[CH:14]2)(=[O:26])=[O:25])[CH:32]=[CH:31][CH:30]=1)=[O:34].